From a dataset of Forward reaction prediction with 1.9M reactions from USPTO patents (1976-2016). Predict the product of the given reaction. (1) Given the reactants C(OC([N:8]1[CH2:15][C@H:14]2[N:16](C(OC(C)(C)C)=O)[C@H:10]([CH2:11][C:12]([C:39]3[CH:44]=[CH:43][C:42]([O:45][CH2:46][CH2:47][O:48][C:49]4[C:54]([Cl:55])=[CH:53][C:52]([CH3:56])=[CH:51][C:50]=4[Cl:57])=[CH:41][CH:40]=3)=[C:13]2[C:24](=[O:38])[N:25]([CH:35]2[CH2:37][CH2:36]2)[CH2:26][C:27]2[CH:32]=[CH:31][CH:30]=[C:29]([CH3:33])[C:28]=2[CH3:34])[CH2:9]1)=O)(C)(C)C.Cl, predict the reaction product. The product is: [CH:35]1([N:25]([CH2:26][C:27]2[CH:32]=[CH:31][CH:30]=[C:29]([CH3:33])[C:28]=2[CH3:34])[C:24]([C:13]2[C@@H:14]3[NH:16][C@H:10]([CH2:11][C:12]=2[C:39]2[CH:44]=[CH:43][C:42]([O:45][CH2:46][CH2:47][O:48][C:49]4[C:54]([Cl:55])=[CH:53][C:52]([CH3:56])=[CH:51][C:50]=4[Cl:57])=[CH:41][CH:40]=2)[CH2:9][NH:8][CH2:15]3)=[O:38])[CH2:37][CH2:36]1. (2) Given the reactants [Si:1]([O:18][CH2:19][C:20]1[N:21]=[CH:22][N:23]([CH2:26][O:27][CH2:28][CH2:29][Si:30]([CH3:33])([CH3:32])[CH3:31])[C:24]=1[CH3:25])([C:14]([CH3:17])([CH3:16])[CH3:15])([C:8]1[CH:13]=[CH:12][CH:11]=[CH:10][CH:9]=1)[C:2]1[CH:7]=[CH:6][CH:5]=[CH:4][CH:3]=1.C([Li])CCC.CON(C)[C:42](=[O:44])[CH3:43].[Cl-].[NH4+], predict the reaction product. The product is: [Si:1]([O:18][CH2:19][C:20]1[N:21]=[C:22]([C:42](=[O:44])[CH3:43])[N:23]([CH2:26][O:27][CH2:28][CH2:29][Si:30]([CH3:32])([CH3:31])[CH3:33])[C:24]=1[CH3:25])([C:14]([CH3:16])([CH3:17])[CH3:15])([C:2]1[CH:7]=[CH:6][CH:5]=[CH:4][CH:3]=1)[C:8]1[CH:9]=[CH:10][CH:11]=[CH:12][CH:13]=1. (3) Given the reactants [OH:1][C:2]1[N:7]2[N:8]=[C:9]([CH3:16])[C:10]([C:11]([O:13][CH2:14][CH3:15])=[O:12])=[C:6]2[CH:5]=[C:4]([CH3:17])[CH:3]=1.[F:18][C:19]1[C:26]([F:27])=[CH:25][CH:24]=[C:23]([F:28])[C:20]=1[CH2:21]O.C1(P(C2C=CC=CC=2)C2C=CC=CC=2)C=CC=CC=1.N(/C(OC(C)C)=O)=N\C(OC(C)C)=O, predict the reaction product. The product is: [CH3:16][C:9]1[C:10]([C:11]([O:13][CH2:14][CH3:15])=[O:12])=[C:6]2[CH:5]=[C:4]([CH3:17])[CH:3]=[C:2]([O:1][CH2:21][C:20]3[C:23]([F:28])=[CH:24][CH:25]=[C:26]([F:27])[C:19]=3[F:18])[N:7]2[N:8]=1. (4) Given the reactants [F:1][C:2]([F:13])([F:12])[C:3]1[CH:11]=[CH:10][C:6]([C:7](Cl)=[O:8])=[CH:5][CH:4]=1.[CH3:14][O:15][C:16]1[CH:17]=[C:18]2[C:23](=[CH:24][C:25]=1[O:26][CH3:27])[N:22]=[CH:21][N:20]=[C:19]2[NH:28][C:29]1[S:30][C:31]2[CH:37]=[C:36]([NH2:38])[CH:35]=[CH:34][C:32]=2[N:33]=1, predict the reaction product. The product is: [CH3:14][O:15][C:16]1[CH:17]=[C:18]2[C:23](=[CH:24][C:25]=1[O:26][CH3:27])[N:22]=[CH:21][N:20]=[C:19]2[NH:28][C:29]1[S:30][C:31]2[CH:37]=[C:36]([NH:38][C:7](=[O:8])[C:6]3[CH:10]=[CH:11][C:3]([C:2]([F:13])([F:12])[F:1])=[CH:4][CH:5]=3)[CH:35]=[CH:34][C:32]=2[N:33]=1. (5) Given the reactants [C:1](Cl)(=O)C.[F:5][C:6]1[CH:7]=[C:8]([CH2:13][C:14]([OH:16])=[O:15])[CH:9]=[C:10]([F:12])[CH:11]=1, predict the reaction product. The product is: [F:5][C:6]1[CH:7]=[C:8]([CH2:13][C:14]([O:16][CH3:1])=[O:15])[CH:9]=[C:10]([F:12])[CH:11]=1. (6) Given the reactants [CH2:1]([N:8]([CH2:46][CH:47]([CH3:49])[CH3:48])[C:9]1[CH:14]=[CH:13][C:12]([C:15]2[CH:20]=[CH:19][CH:18]=[CH:17][C:16]=2[C:21]2[N:22]=[N:23][N:24](C(C3C=CC=CC=3)(C3C=CC=CC=3)C3C=CC=CC=3)[N:25]=2)=[CH:11][C:10]=1[NH2:45])[C:2]1[CH:7]=[CH:6][CH:5]=[CH:4][CH:3]=1.[C:50]([OH:56])(C(F)(F)F)=O, predict the reaction product. The product is: [CH2:1]([N:8]([CH2:46][CH:47]([CH3:49])[CH3:48])[C:9]1[CH:14]=[CH:13][C:12]([C:15]2[CH:20]=[CH:19][CH:18]=[CH:17][C:16]=2[C:21]2[NH:22][N:23]=[N:24][N:25]=2)=[CH:11][C:10]=1[NH:45][C:50]([NH:8][C:9]1[CH:14]=[CH:13][C:12]([CH3:15])=[CH:11][CH:10]=1)=[O:56])[C:2]1[CH:3]=[CH:4][CH:5]=[CH:6][CH:7]=1. (7) The product is: [C:1]1([C:7]2[CH:16]=[CH:15][CH:14]=[C:13]3[C:8]=2[C:9]([NH:35][CH2:36][C:37]2[CH:27]=[CH:28][CH:29]=[CH:30][N:31]=2)=[N:10][C:11]([C:17]2([CH3:25])[CH2:18][O:19][C:20]([CH3:24])([CH3:23])[O:21][CH2:22]2)=[N:12]3)[CH:2]=[CH:3][CH:4]=[CH:5][CH:6]=1. Given the reactants [C:1]1([C:7]2[CH:16]=[CH:15][CH:14]=[C:13]3[C:8]=2[C:9](=O)[NH:10][C:11]([C:17]2([CH3:25])[CH2:22][O:21][C:20]([CH3:24])([CH3:23])[O:19][CH2:18]2)=[N:12]3)[CH:6]=[CH:5][CH:4]=[CH:3][CH:2]=1.[CH2:27]1[CH2:37][CH2:36][N:35]2[C:30](=[N:31]CCC2)[CH2:29][CH2:28]1.CN([P+](ON1N=NC2C=CC=CC1=2)(N(C)C)N(C)C)C.F[P-](F)(F)(F)(F)F.NCC1C=CC=CN=1, predict the reaction product.